This data is from NCI-60 drug combinations with 297,098 pairs across 59 cell lines. The task is: Regression. Given two drug SMILES strings and cell line genomic features, predict the synergy score measuring deviation from expected non-interaction effect. (1) Drug 1: CC1C(C(CC(O1)OC2CC(CC3=C2C(=C4C(=C3O)C(=O)C5=C(C4=O)C(=CC=C5)OC)O)(C(=O)C)O)N)O.Cl. Drug 2: C1C(C(OC1N2C=NC(=NC2=O)N)CO)O. Cell line: KM12. Synergy scores: CSS=7.99, Synergy_ZIP=-8.63, Synergy_Bliss=-11.7, Synergy_Loewe=-14.3, Synergy_HSA=-8.09. (2) Drug 1: CNC(=O)C1=CC=CC=C1SC2=CC3=C(C=C2)C(=NN3)C=CC4=CC=CC=N4. Drug 2: CC1CCC2CC(C(=CC=CC=CC(CC(C(=O)C(C(C(=CC(C(=O)CC(OC(=O)C3CCCCN3C(=O)C(=O)C1(O2)O)C(C)CC4CCC(C(C4)OC)O)C)C)O)OC)C)C)C)OC. Cell line: RPMI-8226. Synergy scores: CSS=37.4, Synergy_ZIP=2.36, Synergy_Bliss=1.66, Synergy_Loewe=-12.7, Synergy_HSA=-1.34. (3) Drug 1: CC1=C(C=C(C=C1)NC(=O)C2=CC=C(C=C2)CN3CCN(CC3)C)NC4=NC=CC(=N4)C5=CN=CC=C5. Drug 2: CC(C)CN1C=NC2=C1C3=CC=CC=C3N=C2N. Cell line: SW-620. Synergy scores: CSS=-6.38, Synergy_ZIP=6.01, Synergy_Bliss=1.23, Synergy_Loewe=-8.66, Synergy_HSA=-9.36. (4) Synergy scores: CSS=6.46, Synergy_ZIP=-0.0619, Synergy_Bliss=5.20, Synergy_Loewe=-0.360, Synergy_HSA=1.03. Drug 2: CCCCCOC(=O)NC1=NC(=O)N(C=C1F)C2C(C(C(O2)C)O)O. Cell line: SF-268. Drug 1: C1CN1P(=S)(N2CC2)N3CC3. (5) Drug 1: CN(C)N=NC1=C(NC=N1)C(=O)N. Drug 2: C1=CC(=CC=C1CCCC(=O)O)N(CCCl)CCCl. Cell line: SN12C. Synergy scores: CSS=21.7, Synergy_ZIP=-2.43, Synergy_Bliss=3.04, Synergy_Loewe=-9.73, Synergy_HSA=3.03. (6) Drug 1: C1CCC(C1)C(CC#N)N2C=C(C=N2)C3=C4C=CNC4=NC=N3. Drug 2: CNC(=O)C1=CC=CC=C1SC2=CC3=C(C=C2)C(=NN3)C=CC4=CC=CC=N4. Cell line: CCRF-CEM. Synergy scores: CSS=-0.345, Synergy_ZIP=-1.59, Synergy_Bliss=-0.729, Synergy_Loewe=-6.08, Synergy_HSA=-2.67. (7) Drug 1: C1CCC(C1)C(CC#N)N2C=C(C=N2)C3=C4C=CNC4=NC=N3. Drug 2: C(CC(=O)O)C(=O)CN.Cl. Cell line: UO-31. Synergy scores: CSS=15.2, Synergy_ZIP=-4.79, Synergy_Bliss=-0.679, Synergy_Loewe=-13.7, Synergy_HSA=-0.307.